Dataset: Reaction yield outcomes from USPTO patents with 853,638 reactions. Task: Predict the reaction yield, written as a fraction of the theoretical maximum amount of product (1.0 means a 100% yield; for example, 0.34 means a 34% yield). (1) The reactants are [CH2:1]([O:3][C:4]([CH:6]1[CH2:11][N:10]([CH:12]([C:19]2[CH:24]=[CH:23][CH:22]=[CH:21][CH:20]=2)[C:13]2[CH:18]=[CH:17][CH:16]=[CH:15][CH:14]=2)[CH2:9][CH2:8][NH:7]1)=[O:5])[CH3:2].[C:25]1([CH:31]([C:36]2[CH:41]=[CH:40][CH:39]=[CH:38][CH:37]=2)[CH2:32][C:33](O)=[O:34])[CH:30]=[CH:29][CH:28]=[CH:27][CH:26]=1.C(Cl)CCl. The catalyst is C(Cl)Cl.CN(C1C=CN=CC=1)C. The product is [CH2:1]([O:3][C:4]([CH:6]1[CH2:11][N:10]([CH:12]([C:19]2[CH:24]=[CH:23][CH:22]=[CH:21][CH:20]=2)[C:13]2[CH:14]=[CH:15][CH:16]=[CH:17][CH:18]=2)[CH2:9][CH2:8][N:7]1[C:33](=[O:34])[CH2:32][CH:31]([C:25]1[CH:30]=[CH:29][CH:28]=[CH:27][CH:26]=1)[C:36]1[CH:41]=[CH:40][CH:39]=[CH:38][CH:37]=1)=[O:5])[CH3:2]. The yield is 0.730. (2) The reactants are [CH2:1]([N:9]1[CH:13]=[N:12][N:11]=[N:10]1)[CH2:2][CH2:3][CH2:4][CH2:5][CH2:6][CH2:7][CH3:8].[I:14]I. The catalyst is OO.CO. The product is [I:14][C:13]1[N:9]([CH2:1][CH2:2][CH2:3][CH2:4][CH2:5][CH2:6][CH2:7][CH3:8])[N:10]=[N:11][N:12]=1. The yield is 0.600. (3) The reactants are [I-].[Na+].[CH:3]([NH2:6])([CH3:5])[CH3:4].[Br:7][C:8]1[C:13]([CH3:14])=[CH:12][C:11]([N:15]2[C:19](=[O:20])[CH2:18][CH2:17][C@@H:16]2[CH2:21]OS(C)(=O)=O)=[CH:10][C:9]=1[CH3:27]. The catalyst is C1COCC1. The product is [Br:7][C:8]1[C:13]([CH3:14])=[CH:12][C:11]([N:15]2[C@@H:16]([CH2:21][NH:6][CH:3]([CH3:5])[CH3:4])[CH2:17][CH2:18][C:19]2=[O:20])=[CH:10][C:9]=1[CH3:27]. The yield is 0.610. (4) The catalyst is C1COCC1. The yield is 0.890. The reactants are [Br:1][C:2]1[CH:7]=[CH:6][CH:5]=[CH:4][C:3]=1[NH:8][C:9](=[O:25])[NH:10][C:11]1[C:12]([O:23][CH3:24])=[N:13][C:14]([CH2:17][C:18]([O:20]CC)=[O:19])=[CH:15][CH:16]=1.[OH-].[Na+].Cl. The product is [Br:1][C:2]1[CH:7]=[CH:6][CH:5]=[CH:4][C:3]=1[NH:8][C:9](=[O:25])[NH:10][C:11]1[C:12]([O:23][CH3:24])=[N:13][C:14]([CH2:17][C:18]([OH:20])=[O:19])=[CH:15][CH:16]=1. (5) The yield is 0.700. The catalyst is C(Cl)Cl. The reactants are [CH2:1]([N:3]1[C:7](=[O:8])[C:6](O)=[C:5]([C:10]2[CH:15]=[CH:14][CH:13]=[CH:12][CH:11]=2)[S:4]1(=[O:17])=[O:16])[CH3:2].CN(C=O)C.C(Cl)(=O)C([Cl:26])=O. The product is [Cl:26][C:6]1[C:7](=[O:8])[N:3]([CH2:1][CH3:2])[S:4](=[O:17])(=[O:16])[C:5]=1[C:10]1[CH:15]=[CH:14][CH:13]=[CH:12][CH:11]=1. (6) The reactants are [C:1]([O:5][C:6](=[O:30])[N:7]([CH2:9][CH:10]1[CH2:19][C:18](=[O:20])[C:17]2[C:12](=[CH:13][C:14]([S:21]([C:24]3[CH:29]=[CH:28][CH:27]=[CH:26][CH:25]=3)(=[O:23])=[O:22])=[CH:15][CH:16]=2)[O:11]1)[CH3:8])([CH3:4])([CH3:3])[CH3:2]. The catalyst is CO.[Pd]. The product is [C:1]([O:5][C:6](=[O:30])[N:7]([CH2:9][CH:10]1[CH2:19][CH:18]([OH:20])[C:17]2[C:12](=[CH:13][C:14]([S:21]([C:24]3[CH:29]=[CH:28][CH:27]=[CH:26][CH:25]=3)(=[O:23])=[O:22])=[CH:15][CH:16]=2)[O:11]1)[CH3:8])([CH3:4])([CH3:2])[CH3:3]. The yield is 0.740. (7) The reactants are [Cl-].[Ce+3].[Cl-].[Cl-].[BH4-:5].[Na+].[C:7]([C:11]1[CH:16]=[CH:15][C:14]([PH:17](=O)[C:18]2[CH:23]=[CH:22][C:21]([C:24]([CH3:27])([CH3:26])[CH3:25])=[CH:20][CH:19]=2)=[CH:13][CH:12]=1)([CH3:10])([CH3:9])[CH3:8].[H-].[Al+3].[Li+].[H-].[H-].[H-].Cl. The catalyst is C1COCC1.O.C1(C)C=CC=CC=1. The product is [C:24]([C:21]1[CH:22]=[CH:23][C:18]([PH:17][C:14]2[CH:13]=[CH:12][C:11]([C:7]([CH3:10])([CH3:9])[CH3:8])=[CH:16][CH:15]=2)=[CH:19][CH:20]=1)([CH3:27])([CH3:26])[CH3:25].[BH3:5]. The yield is 0.750. (8) The reactants are Cl[C:2]1[CH:7]=[CH:6][N:5]=[C:4]([C:8]([OH:10])=[O:9])[CH:3]=1.[C:11](#[N:15])[CH:12]([CH3:14])[CH3:13].[Li+].C[Si]([N-][Si](C)(C)C)(C)C. The catalyst is C1COCC1. The product is [C:11]([C:12]([C:2]1[CH:7]=[CH:6][N:5]=[C:4]([C:8]([OH:10])=[O:9])[CH:3]=1)([CH3:14])[CH3:13])#[N:15]. The yield is 0.720. (9) The reactants are C1(CS([C:11]2[N:16]=[C:15]([NH:17][C:18]3[S:19][C:20]4[C:25]([N:26]=3)=[CH:24][CH:23]=[CH:22][N:21]=4)[CH:14]=[C:13]([CH2:27][N:28]3[CH2:33][CH2:32][CH2:31][CH2:30][CH2:29]3)[N:12]=2)(=O)=O)C=CC=CC=1.[NH2:34][C:35]1[CH:40]=[CH:39][C:38]([CH2:41][CH2:42][C:43]([OH:45])=[O:44])=[CH:37][CH:36]=1. The catalyst is C(#N)C.Cl. The product is [N:28]1([CH2:27][C:13]2[CH:14]=[C:15]([NH:17][C:18]3[S:19][C:20]4[C:25]([N:26]=3)=[CH:24][CH:23]=[CH:22][N:21]=4)[N:16]=[C:11]([NH:34][C:35]3[CH:36]=[CH:37][C:38]([CH2:41][CH2:42][C:43]([OH:45])=[O:44])=[CH:39][CH:40]=3)[N:12]=2)[CH2:33][CH2:32][CH2:31][CH2:30][CH2:29]1. The yield is 0.150. (10) The reactants are [CH3:1][Mg]Br.[C:4]([O:8][C:9]([N:11]1[CH2:16][CH2:15][C:14]([C:24](=[O:26])[CH3:25])([C:17]2[CH:22]=[CH:21][C:20]([Cl:23])=[CH:19][CH:18]=2)[CH2:13][CH2:12]1)=[O:10])([CH3:7])([CH3:6])[CH3:5]. The catalyst is C1(C)C=CC=CC=1.O1CCCC1.O1CCCC1. The product is [C:4]([O:8][C:9]([N:11]1[CH2:16][CH2:15][C:14]([C:17]2[CH:18]=[CH:19][C:20]([Cl:23])=[CH:21][CH:22]=2)([C:24]([OH:26])([CH3:1])[CH3:25])[CH2:13][CH2:12]1)=[O:10])([CH3:7])([CH3:5])[CH3:6]. The yield is 0.670.